Dataset: Forward reaction prediction with 1.9M reactions from USPTO patents (1976-2016). Task: Predict the product of the given reaction. (1) Given the reactants [CH2:1]([O:3][C:4]([C:6]1[NH:7][C:8]2[C:13]([CH:14]=1)=[CH:12][C:11]([CH3:15])=[CH:10][CH:9]=2)=[O:5])[CH3:2].Br[CH2:17][C:18]1[C:27]2[C:22](=[CH:23][CH:24]=[C:25]([F:28])[CH:26]=2)[CH:21]=[CH:20][CH:19]=1, predict the reaction product. The product is: [CH2:1]([O:3][C:4]([C:6]1[N:7]([CH2:17][C:18]2[C:27]3[C:22](=[CH:23][CH:24]=[C:25]([F:28])[CH:26]=3)[CH:21]=[CH:20][CH:19]=2)[C:8]2[C:13]([CH:14]=1)=[CH:12][C:11]([CH3:15])=[CH:10][CH:9]=2)=[O:5])[CH3:2]. (2) The product is: [Br:49][C:50]1[CH:51]=[C:52]([CH2:56][CH:57]([NH:68][C:5](=[O:7])[C:4]2[CH:8]=[CH:9][C:10]([C:11]([N:13]3[CH2:17][CH2:16][CH2:15][CH2:14]3)=[O:12])=[C:2]([CH3:1])[CH:3]=2)[C:58]2[NH:62][C:61]3[CH:63]=[CH:64][C:65]([Cl:67])=[CH:66][C:60]=3[N:59]=2)[CH:53]=[CH:54][CH:55]=1. Given the reactants [CH3:1][C:2]1[CH:3]=[C:4]([CH:8]=[CH:9][C:10]=1[C:11]([N:13]1[CH2:17][CH2:16][CH2:15][CH2:14]1)=[O:12])[C:5]([OH:7])=O.CN(C(ON1N=NC2C=CC=CC1=2)=[N+](C)C)C.[B-](F)(F)(F)F.C(N(C(C)C)CC)(C)C.[Br:49][C:50]1[CH:51]=[C:52]([CH2:56][CH:57]([NH2:68])[C:58]2[NH:62][C:61]3[CH:63]=[CH:64][C:65]([Cl:67])=[CH:66][C:60]=3[N:59]=2)[CH:53]=[CH:54][CH:55]=1.BrCl, predict the reaction product. (3) The product is: [C:18]1([C:24]([C@H:26]([C:28]2[CH:33]=[CH:32][CH:31]=[CH:30][CH:29]=2)[OH:27])=[O:25])[CH:19]=[CH:20][CH:21]=[CH:22][CH:23]=1. Given the reactants C(=O)C1C=CC=CC=1.[O-]S([O-])(=O)=O.[Mg+2].C(=O)C.[C:18]1([C:24]([C@@H:26]([C:28]2[CH:33]=[CH:32][CH:31]=[CH:30][CH:29]=2)[OH:27])=[O:25])[CH:23]=[CH:22][CH:21]=[CH:20][CH:19]=1, predict the reaction product. (4) Given the reactants Cl.[CH:2]([C:5]1[CH:6]=[C:7]([C@@H:11]([NH2:13])[CH3:12])[CH:8]=[CH:9][CH:10]=1)([CH3:4])[CH3:3].[Cl:14][C:15]1[CH:35]=[C:34]([O:36][C@H:37]([CH3:42])[C:38]([O:40][CH3:41])=[O:39])[CH:33]=[CH:32][C:16]=1[CH2:17][N:18]1[C:26]2[C:21](=[CH:22][C:23]([C:27](O)=[O:28])=[CH:24][CH:25]=2)[C:20]([CH3:30])=[C:19]1[CH3:31], predict the reaction product. The product is: [Cl:14][C:15]1[CH:35]=[C:34]([CH:33]=[CH:32][C:16]=1[CH2:17][N:18]1[C:26]2[C:21](=[CH:22][C:23]([C:27](=[O:28])[NH:13][C@H:11]([C:7]3[CH:8]=[CH:9][CH:10]=[C:5]([CH:2]([CH3:4])[CH3:3])[CH:6]=3)[CH3:12])=[CH:24][CH:25]=2)[C:20]([CH3:30])=[C:19]1[CH3:31])[O:36][C@H:37]([CH3:42])[C:38]([O:40][CH3:41])=[O:39]. (5) Given the reactants C[C:2]([CH3:4])=[O:3].[OH:5]S(O)(=O)=O.[O:10]=[Cr](=O)=O.OS(O)(=O)=O.[OH2:19], predict the reaction product. The product is: [CH2:4]([OH:5])[CH2:2][OH:3].[CH2:4]([OH:10])[C:2]([OH:3])=[O:19]. (6) Given the reactants [Na].[CH2:2]([O:4][C:5]1[CH:12]=[CH:11][CH:10]=[CH:9][C:6]=1[CH:7]=O)[CH3:3].[N:13]([CH2:16][C:17]([O:19][CH2:20][CH3:21])=[O:18])=[N+:14]=[N-:15], predict the reaction product. The product is: [N:13]([C:16](=[CH:7][C:6]1[CH:9]=[CH:10][CH:11]=[CH:12][C:5]=1[O:4][CH2:2][CH3:3])[C:17]([O:19][CH2:20][CH3:21])=[O:18])=[N+:14]=[N-:15]. (7) Given the reactants [CH3:1][O:2][CH2:3][O:4][C:5]1[CH:12]=[CH:11][C:8]([CH:9]=[O:10])=[CH:7][C:6]=1[CH:13]=[CH2:14].C1C[O:18]CC1, predict the reaction product. The product is: [OH:10][CH2:9][C:8]1[CH:11]=[CH:12][C:5]([O:4][CH2:3][O:2][CH3:1])=[C:6]([CH2:13][CH2:14][OH:18])[CH:7]=1. (8) Given the reactants Cl[C:2]1[C:3]2[C:10]([CH3:11])=[CH:9][S:8][C:4]=2[N:5]=[CH:6][N:7]=1.C[C:13]([N:15](C)C)=O, predict the reaction product. The product is: [CH3:11][C:10]1[C:3]2[C:2]([C:13]#[N:15])=[N:7][CH:6]=[N:5][C:4]=2[S:8][CH:9]=1. (9) Given the reactants [NH2:1][C:2]1[CH:7]=[CH:6][N:5]=[C:4]([Br:8])[CH:3]=1.CCN(CC)CC.[C:16](O[C:16]([O:18][C:19]([CH3:22])([CH3:21])[CH3:20])=[O:17])([O:18][C:19]([CH3:22])([CH3:21])[CH3:20])=[O:17], predict the reaction product. The product is: [Br:8][C:4]1[CH:3]=[C:2]([NH:1][C:16]([O:18][C:19]([CH3:22])([CH3:21])[CH3:20])=[O:17])[CH:7]=[CH:6][N:5]=1. (10) Given the reactants [C:1]12([C:11]([OH:13])=[O:12])[CH2:10][CH:5]3[CH2:6][CH:7]([CH2:9][CH:3]([CH2:4]3)[CH2:2]1)[CH2:8]2.ON1C(=O)C2=CC=CC=C2C1=O.[N+:26]([O-])([OH:28])=[O:27], predict the reaction product. The product is: [N+:26]([C:3]12[CH2:9][CH:7]3[CH2:6][CH:5]([CH2:10][C:1]([C:11]([OH:13])=[O:12])([CH2:8]3)[CH2:2]1)[CH2:4]2)([O-:28])=[O:27].